The task is: Predict the reactants needed to synthesize the given product.. This data is from Full USPTO retrosynthesis dataset with 1.9M reactions from patents (1976-2016). (1) Given the product [CH:22]1([N:27]2[C:28](=[O:38])[C:29]3[CH:34]=[CH:33][C:32]([O:35][CH3:36])=[CH:31][C:30]=3[S:37]2)[CH2:26][CH2:25][CH2:24][CH2:23]1, predict the reactants needed to synthesize it. The reactants are: FC(F)(F)C(OC1C(OC(=O)C(F)(F)F)=C(I)C=CC=1)=O.[CH:22]1([NH:27][C:28](=[O:38])[C:29]2[CH:34]=[CH:33][C:32]([O:35][CH3:36])=[CH:31][C:30]=2[SH:37])[CH2:26][CH2:25][CH2:24][CH2:23]1.FC(F)(F)C(O)=O. (2) Given the product [ClH:1].[Cl:1][C:2]1[CH:3]=[C:4]([C@@H:8]([C@@H:17]2[CH2:22][CH2:21][CH2:20][N:19]([C:23](=[O:43])[NH:24][CH2:25][C@@H:26]([NH:34][CH3:35])[CH2:27][C@H:28]3[CH2:33][CH2:32][CH2:31][O:30][CH2:29]3)[CH2:18]2)[O:9][CH2:10][CH2:11][NH:12][C:13](=[O:16])[O:14][CH3:15])[CH:5]=[CH:6][CH:7]=1.[Cl:1][C:2]1[CH:3]=[C:4]([C@@H:8]([C@@H:17]2[CH2:22][CH2:21][CH2:20][N:19]([C:23](=[O:43])[NH:24][CH2:25][C@@H:26]([NH:34][CH3:35])[CH2:27][C@H:28]3[CH2:33][CH2:32][CH2:31][O:30][CH2:29]3)[CH2:18]2)[O:9][CH2:10][CH2:11][NH:12][C:13](=[O:16])[O:14][CH3:15])[CH:5]=[CH:6][CH:7]=1, predict the reactants needed to synthesize it. The reactants are: [Cl:1][C:2]1[CH:3]=[C:4]([C@@H:8]([C@@H:17]2[CH2:22][CH2:21][CH2:20][N:19]([C:23](=[O:43])[NH:24][CH2:25][C@@H:26]([N:34](C(OC(C)(C)C)=O)[CH3:35])[CH2:27][C@H:28]3[CH2:33][CH2:32][CH2:31][O:30][CH2:29]3)[CH2:18]2)[O:9][CH2:10][CH2:11][NH:12][C:13](=[O:16])[O:14][CH3:15])[CH:5]=[CH:6][CH:7]=1.Cl.